This data is from Forward reaction prediction with 1.9M reactions from USPTO patents (1976-2016). The task is: Predict the product of the given reaction. (1) Given the reactants [F:1][C:2]1[CH:3]=[C:4]([C:13]2[C:14]([C:19]3[CH:24]=[CH:23][CH:22]=[CH:21][CH:20]=3)=[N:15][O:16][C:17]=2[CH3:18])[CH:5]=[C:6]([F:12])[C:7]=1[S:8]([CH3:11])(=O)=O.[C:25]([O-:28])(=[O:27])[CH3:26].[Na+], predict the reaction product. The product is: [C:25]([O:28][CH2:11][S:8][C:7]1[C:2]([F:1])=[CH:3][C:4]([C:13]2[C:14]([C:19]3[CH:24]=[CH:23][CH:22]=[CH:21][CH:20]=3)=[N:15][O:16][C:17]=2[CH3:18])=[CH:5][C:6]=1[F:12])(=[O:27])[CH3:26]. (2) Given the reactants O[C:2]1[CH:7]=[CH:6][N:5]=[CH:4][C:3]=1[NH:8][C:9](=O)[C:10]1[CH:15]=[CH:14][C:13]([N+:16]([O-:18])=[O:17])=[CH:12][CH:11]=1.P12(SP3(SP(SP(S3)(S1)=S)(=S)S2)=S)=[S:21], predict the reaction product. The product is: [N+:16]([C:13]1[CH:14]=[CH:15][C:10]([C:9]2[S:21][C:2]3[CH:7]=[CH:6][N:5]=[CH:4][C:3]=3[N:8]=2)=[CH:11][CH:12]=1)([O-:18])=[O:17]. (3) Given the reactants [F:1][C:2]1[CH:7]=[C:6]([CH:8]2[CH2:13][CH2:12][CH:11]([CH2:14][CH2:15][CH3:16])[CH2:10][O:9]2)[CH:5]=[CH:4][C:3]=1[OH:17].C(N(CC)CC)C.[F:25][C:26]([F:39])([F:38])[S:27](O[S:27]([C:26]([F:39])([F:38])[F:25])(=[O:29])=[O:28])(=[O:29])=[O:28], predict the reaction product. The product is: [F:25][C:26]([F:39])([F:38])[S:27]([O:17][C:3]1[CH:4]=[CH:5][C:6]([C@H:8]2[CH2:13][CH2:12][C@H:11]([CH2:14][CH2:15][CH3:16])[CH2:10][O:9]2)=[CH:7][C:2]=1[F:1])(=[O:29])=[O:28]. (4) Given the reactants [OH:1][C:2]1[C:11]([C:12]([OH:14])=[O:13])=[CH:10][C:9]2[C:4](=[CH:5][CH:6]=[CH:7][CH:8]=2)[CH:3]=1.S(Cl)(Cl)=O.[CH2:19](O)[CH2:20][CH3:21], predict the reaction product. The product is: [OH:1][C:2]1[C:11]([C:12]([O:14][CH2:19][CH2:20][CH3:21])=[O:13])=[CH:10][C:9]2[C:4](=[CH:5][CH:6]=[CH:7][CH:8]=2)[CH:3]=1.